From a dataset of Full USPTO retrosynthesis dataset with 1.9M reactions from patents (1976-2016). Predict the reactants needed to synthesize the given product. Given the product [Cl:1][C:2]1[CH:7]=[CH:6][C:5]([NH2:8])=[C:4]([C:23]2[CH:24]=[C:19]([Cl:18])[N:20]=[CH:21][N:22]=2)[CH:3]=1, predict the reactants needed to synthesize it. The reactants are: [Cl:1][C:2]1[CH:7]=[CH:6][C:5]([NH2:8])=[C:4](B2OC(C)(C)C(C)(C)O2)[CH:3]=1.[Cl:18][C:19]1[CH:24]=[C:23](Cl)[N:22]=[CH:21][N:20]=1.C1([As](C2C=CC=CC=2)C2C=CC=CC=2)C=CC=CC=1.[O-]P([O-])([O-])=O.[K+].[K+].[K+].